From a dataset of Full USPTO retrosynthesis dataset with 1.9M reactions from patents (1976-2016). Predict the reactants needed to synthesize the given product. (1) Given the product [Br:17][C:18]1[CH:19]=[C:20]2[C:25](=[CH:26][CH:27]=1)[C:24]([CH:6]([C:5]1[CH:13]=[CH:14][CH:15]=[CH:16][C:4]=1[O:3][CH3:2])[N:7]1[CH2:8][CH2:9][O:10][CH2:11][CH2:12]1)=[C:23]([OH:28])[CH:22]=[CH:21]2, predict the reactants needed to synthesize it. The reactants are: [Cl-].[CH3:2][O:3][C:4]1[CH:16]=[CH:15][CH:14]=[CH:13][C:5]=1[CH:6]=[N+:7]1[CH2:12][CH2:11][O:10][CH2:9][CH2:8]1.[Br:17][C:18]1[CH:19]=[C:20]2[C:25](=[CH:26][CH:27]=1)[CH:24]=[C:23]([OH:28])[CH:22]=[CH:21]2. (2) The reactants are: [CH3:1][C:2]1([CH3:20])[O:7][CH2:6][C:5]([CH2:18][OH:19])([CH2:8][CH2:9][N:10]2[CH:14]=[CH:13][N:12]=[C:11]2[N+:15]([O-:17])=[O:16])[CH2:4][O:3]1.N12CCN(CC1)CC2.[C:29]1([CH3:39])[CH:34]=[CH:33][C:32]([S:35](Cl)(=[O:37])=[O:36])=[CH:31][CH:30]=1.[Cl-].[NH4+]. Given the product [CH3:1][C:2]1([CH3:20])[O:7][CH2:6][C:5]([CH2:8][CH2:9][N:10]2[CH:14]=[CH:13][N:12]=[C:11]2[N+:15]([O-:17])=[O:16])([CH2:18][O:19][S:35]([C:32]2[CH:33]=[CH:34][C:29]([CH3:39])=[CH:30][CH:31]=2)(=[O:37])=[O:36])[CH2:4][O:3]1, predict the reactants needed to synthesize it. (3) Given the product [Cl:1][C:2]1[C:3]2[C:12]([F:13])=[CH:11][CH:10]=[CH:9][C:4]=2[S:5][C:6]=1[CH2:7][NH:17][CH3:16], predict the reactants needed to synthesize it. The reactants are: [Cl:1][C:2]1[C:3]2[C:12]([F:13])=[CH:11][CH:10]=[CH:9][C:4]=2[S:5][C:6]=1[CH:7]=O.[BH4-].[Na+].[CH3:16][NH2:17]. (4) Given the product [CH3:10][C:9]([CH3:12])([CH3:11])[CH2:13][C:14]([N:2]([CH3:1])[CH2:3][C:4]1[S:5][CH:6]=[CH:7][CH:8]=1)=[O:15], predict the reactants needed to synthesize it. The reactants are: [CH3:1][NH:2][CH2:3][C:4]1[S:5][CH:6]=[CH:7][CH:8]=1.[C:9]([CH2:13][C:14](Cl)=[O:15])([CH3:12])([CH3:11])[CH3:10].C(O)C(N)(CO)CO. (5) The reactants are: B.O1CCCC1.[Cl:7][C:8]1[C:12]([CH3:13])=[CH:11][S:10][C:9]=1[C:14](O)=[O:15].Cl. Given the product [Cl:7][C:8]1[C:12]([CH3:13])=[CH:11][S:10][C:9]=1[CH2:14][OH:15], predict the reactants needed to synthesize it. (6) Given the product [NH2:12][C:7]1[CH:6]=[C:5]([CH2:2][CH2:3][CH3:4])[N:10]=[CH:9][C:8]=1[NH:11][C:17](=[O:23])[CH3:18], predict the reactants needed to synthesize it. The reactants are: Cl.[CH2:2]([C:5]1[N:10]=[CH:9][C:8]([NH2:11])=[C:7]([NH2:12])[CH:6]=1)[CH2:3][CH3:4].N1[CH:18]=[CH:17]C=CC=1.CN(C=[O:23])C.C([O-])(O)=O.[Na+]. (7) The reactants are: [C:1]1([C:7]2[CH:8]=[C:9]([C:16]([OH:18])=[O:17])[S:10][C:11]=2[C:12]([F:15])([F:14])[F:13])[CH:6]=[CH:5][CH:4]=[CH:3][CH:2]=1.O/[N:20]=[C:21](/[C:23]1[CH:40]=[CH:39][C:26]([CH2:27][N:28]2[CH2:31][CH:30]([C:32]([O:34][C:35]([CH3:38])(C)C)=[O:33])[CH2:29]2)=[CH:25][CH:24]=1)\[NH2:22].N1C=CC=[CH:43][C:42]=1C1C(C(F)(F)F)=C(C2ON=C(C3C=CC(CN4CC(C(O)=O)C4)=CC=3)N=2)ON=1.C1C=CC2N(O)N=NC=2C=1.CCN(C(C)C)C(C)C.C(Cl)CCl. Given the product [C:1]1([C:7]2[CH:8]=[C:9]([C:16]([O:18][N:20]=[C:21]([C:23]3[CH:24]=[CH:25][C:26]([CH2:27][N:28]4[CH2:29][CH:30]([C:32]([O:34][CH2:35][CH2:38][CH2:42][CH3:43])=[O:33])[CH2:31]4)=[CH:39][CH:40]=3)[NH2:22])=[O:17])[S:10][C:11]=2[C:12]([F:14])([F:15])[F:13])[CH:2]=[CH:3][CH:4]=[CH:5][CH:6]=1, predict the reactants needed to synthesize it. (8) Given the product [C:1]([C:5]1[N:10]=[C:9]([N:11]2[CH2:12][CH2:13][N:14]([CH2:17][CH2:18][C@H:19]3[CH2:20][CH2:21][C@H:22]([NH2:25])[CH2:23][CH2:24]3)[CH2:15][CH2:16]2)[CH:8]=[C:7]([CH:29]2[CH2:32][CH2:31][CH2:30]2)[N:6]=1)([CH3:4])([CH3:2])[CH3:3], predict the reactants needed to synthesize it. The reactants are: [C:1]([C:5]1[N:10]=[C:9]([N:11]2[CH2:16][CH2:15][N:14]([CH2:17][CH2:18][C@H:19]3[CH2:24][CH2:23][C@H:22]([NH:25]C(=O)[O-])[CH2:21][CH2:20]3)[CH2:13][CH2:12]2)[CH:8]=[C:7]([CH:29]2[CH2:32][CH2:31][CH2:30]2)[N:6]=1)([CH3:4])([CH3:3])[CH3:2]. (9) The reactants are: [F:1][C:2]1[CH:7]=[C:6](I)[CH:5]=[CH:4][C:3]=1[N:9]1[CH:14]=[C:13]([O:15][CH3:16])[C:12](=[O:17])[C:11]([C:18]2[N:22]([C:23]3[CH:28]=[CH:27][CH:26]=[CH:25][CH:24]=3)[N:21]=[CH:20][CH:19]=2)=[N:10]1.[CH2:29]1[C:31]2([CH2:35][NH:34][C:33](=[O:36])[O:32]2)[CH2:30]1.N[C@@H]1CCCC[C@H]1N.[O-]P([O-])([O-])=O.[K+].[K+].[K+]. Given the product [F:1][C:2]1[CH:7]=[C:6]([N:34]2[CH2:35][C:31]3([CH2:29][CH2:30]3)[O:32][C:33]2=[O:36])[CH:5]=[CH:4][C:3]=1[N:9]1[CH:14]=[C:13]([O:15][CH3:16])[C:12](=[O:17])[C:11]([C:18]2[N:22]([C:23]3[CH:28]=[CH:27][CH:26]=[CH:25][CH:24]=3)[N:21]=[CH:20][CH:19]=2)=[N:10]1, predict the reactants needed to synthesize it.